From a dataset of NCI-60 drug combinations with 297,098 pairs across 59 cell lines. Regression. Given two drug SMILES strings and cell line genomic features, predict the synergy score measuring deviation from expected non-interaction effect. (1) Drug 1: C1CC(=O)NC(=O)C1N2CC3=C(C2=O)C=CC=C3N. Drug 2: COC1=NC(=NC2=C1N=CN2C3C(C(C(O3)CO)O)O)N. Cell line: A549. Synergy scores: CSS=7.76, Synergy_ZIP=-3.20, Synergy_Bliss=3.86, Synergy_Loewe=0.695, Synergy_HSA=1.90. (2) Drug 1: CC1C(C(CC(O1)OC2CC(CC3=C2C(=C4C(=C3O)C(=O)C5=C(C4=O)C(=CC=C5)OC)O)(C(=O)C)O)N)O.Cl. Drug 2: CC1=CC2C(CCC3(C2CCC3(C(=O)C)OC(=O)C)C)C4(C1=CC(=O)CC4)C. Cell line: NCI-H226. Synergy scores: CSS=31.7, Synergy_ZIP=11.0, Synergy_Bliss=14.7, Synergy_Loewe=-9.24, Synergy_HSA=9.37. (3) Drug 1: COC1=C(C=C2C(=C1)N=CN=C2NC3=CC(=C(C=C3)F)Cl)OCCCN4CCOCC4. Synergy scores: CSS=8.63, Synergy_ZIP=-1.19, Synergy_Bliss=2.62, Synergy_Loewe=-7.03, Synergy_HSA=-2.71. Drug 2: CN1C2=C(C=C(C=C2)N(CCCl)CCCl)N=C1CCCC(=O)O.Cl. Cell line: COLO 205. (4) Drug 1: C1CC(=O)NC(=O)C1N2CC3=C(C2=O)C=CC=C3N. Drug 2: C1CC(C1)(C(=O)O)C(=O)O.[NH2-].[NH2-].[Pt+2]. Cell line: SNB-19. Synergy scores: CSS=38.3, Synergy_ZIP=-10.3, Synergy_Bliss=-1.65, Synergy_Loewe=-4.67, Synergy_HSA=0.559. (5) Drug 1: C1=NC2=C(N1)C(=S)N=CN2. Drug 2: B(C(CC(C)C)NC(=O)C(CC1=CC=CC=C1)NC(=O)C2=NC=CN=C2)(O)O. Cell line: T-47D. Synergy scores: CSS=29.2, Synergy_ZIP=-8.70, Synergy_Bliss=-14.5, Synergy_Loewe=-19.9, Synergy_HSA=-12.6. (6) Drug 1: COC1=CC(=CC(=C1O)OC)C2C3C(COC3=O)C(C4=CC5=C(C=C24)OCO5)OC6C(C(C7C(O6)COC(O7)C8=CC=CS8)O)O. Drug 2: CC1C(C(CC(O1)OC2CC(CC3=C2C(=C4C(=C3O)C(=O)C5=C(C4=O)C(=CC=C5)OC)O)(C(=O)C)O)N)O.Cl. Cell line: MDA-MB-231. Synergy scores: CSS=38.8, Synergy_ZIP=-9.14, Synergy_Bliss=4.96, Synergy_Loewe=5.96, Synergy_HSA=7.54. (7) Drug 1: CC1=C2C(C(=O)C3(C(CC4C(C3C(C(C2(C)C)(CC1OC(=O)C(C(C5=CC=CC=C5)NC(=O)OC(C)(C)C)O)O)OC(=O)C6=CC=CC=C6)(CO4)OC(=O)C)OC)C)OC. Drug 2: COC1=C2C(=CC3=C1OC=C3)C=CC(=O)O2. Cell line: TK-10. Synergy scores: CSS=59.0, Synergy_ZIP=9.16, Synergy_Bliss=9.44, Synergy_Loewe=-7.67, Synergy_HSA=10.6.